Task: Regression. Given a peptide amino acid sequence and an MHC pseudo amino acid sequence, predict their binding affinity value. This is MHC class II binding data.. Dataset: Peptide-MHC class II binding affinity with 134,281 pairs from IEDB (1) The peptide sequence is VDVSEGDIVIYSKYG. The MHC is DRB1_1101 with pseudo-sequence DRB1_1101. The binding affinity (normalized) is 0. (2) The peptide sequence is QQYTAALSPILFECL. The MHC is DRB1_1501 with pseudo-sequence DRB1_1501. The binding affinity (normalized) is 0.352. (3) The peptide sequence is GMVIFFMSPKGISRM. The MHC is HLA-DQA10201-DQB10402 with pseudo-sequence HLA-DQA10201-DQB10402. The binding affinity (normalized) is 0.689. (4) The peptide sequence is ATATATSAVGAPTGA. The MHC is DRB1_1602 with pseudo-sequence DRB1_1602. The binding affinity (normalized) is 0.114. (5) The peptide sequence is SLLNNQFGTMPSLTM. The MHC is DRB1_0701 with pseudo-sequence DRB1_0701. The binding affinity (normalized) is 0.574. (6) The peptide sequence is YDKPLANVSTVLTGK. The MHC is DRB1_0701 with pseudo-sequence DRB1_0701. The binding affinity (normalized) is 0.394. (7) The peptide sequence is GLVHVANNNYDPWTI. The MHC is DRB1_0802 with pseudo-sequence DRB1_0802. The binding affinity (normalized) is 0.724.